This data is from Catalyst prediction with 721,799 reactions and 888 catalyst types from USPTO. The task is: Predict which catalyst facilitates the given reaction. (1) Reactant: Br[C:2]1[CH:11]=[CH:10][C:5]([C:6]([O:8]C)=[O:7])=[CH:4][C:3]=1[O:12][CH3:13].[C:14]1([CH3:23])[CH:19]=[CH:18][CH:17]=[CH:16][C:15]=1B(O)O.C(=O)([O-])[O-].[K+].[K+].[OH-].[Na+]. Product: [CH3:13][O:12][C:3]1[CH:4]=[C:5]([C:6]([OH:8])=[O:7])[CH:10]=[CH:11][C:2]=1[C:15]1[CH:16]=[CH:17][CH:18]=[CH:19][C:14]=1[CH3:23]. The catalyst class is: 398. (2) The catalyst class is: 1. Product: [CH2:1]([C@@H:8]1[CH2:12][O:11][C:10](=[O:13])[N:9]1[C:14](=[O:23])[C@@H:15]([C:16]1[CH:17]=[CH:18][C:19]([Br:22])=[CH:20][CH:21]=1)[CH3:24])[C:2]1[CH:7]=[CH:6][CH:5]=[CH:4][CH:3]=1. Reactant: [CH2:1]([C@@H:8]1[CH2:12][O:11][C:10](=[O:13])[N:9]1[C:14](=[O:23])[CH2:15][C:16]1[CH:21]=[CH:20][C:19]([Br:22])=[CH:18][CH:17]=1)[C:2]1[CH:7]=[CH:6][CH:5]=[CH:4][CH:3]=1.[CH3:24][Si]([N-][Si](C)(C)C)(C)C.[Na+].CI. (3) Reactant: [Br:1][C:2]1[CH:7]=[CH:6][C:5]([OH:8])=[CH:4][CH:3]=1.C(N(CC)CC)C.Cl[C:17]1[N:22]=[CH:21][C:20]([N+:23]([O-:25])=[O:24])=[CH:19][N:18]=1.O. Product: [Br:1][C:2]1[CH:7]=[CH:6][C:5]([O:8][C:17]2[N:22]=[CH:21][C:20]([N+:23]([O-:25])=[O:24])=[CH:19][N:18]=2)=[CH:4][CH:3]=1. The catalyst class is: 7.